From a dataset of NCI-60 drug combinations with 297,098 pairs across 59 cell lines. Regression. Given two drug SMILES strings and cell line genomic features, predict the synergy score measuring deviation from expected non-interaction effect. (1) Drug 1: CC1C(C(CC(O1)OC2CC(CC3=C2C(=C4C(=C3O)C(=O)C5=C(C4=O)C(=CC=C5)OC)O)(C(=O)CO)O)N)O.Cl. Drug 2: C1CNP(=O)(OC1)N(CCCl)CCCl. Cell line: HL-60(TB). Synergy scores: CSS=24.0, Synergy_ZIP=2.12, Synergy_Bliss=4.30, Synergy_Loewe=-12.1, Synergy_HSA=1.16. (2) Synergy scores: CSS=57.3, Synergy_ZIP=3.62, Synergy_Bliss=3.92, Synergy_Loewe=-33.0, Synergy_HSA=4.02. Drug 2: CCC(=C(C1=CC=CC=C1)C2=CC=C(C=C2)OCCN(C)C)C3=CC=CC=C3.C(C(=O)O)C(CC(=O)O)(C(=O)O)O. Cell line: HCC-2998. Drug 1: C1C(C(OC1N2C=NC3=C(N=C(N=C32)Cl)N)CO)O. (3) Drug 2: CC(C1=C(C=CC(=C1Cl)F)Cl)OC2=C(N=CC(=C2)C3=CN(N=C3)C4CCNCC4)N. Cell line: NCIH23. Drug 1: CCCS(=O)(=O)NC1=C(C(=C(C=C1)F)C(=O)C2=CNC3=C2C=C(C=N3)C4=CC=C(C=C4)Cl)F. Synergy scores: CSS=-0.330, Synergy_ZIP=-2.72, Synergy_Bliss=-5.55, Synergy_Loewe=-21.0, Synergy_HSA=-8.98. (4) Drug 1: CC1=C2C(C(=O)C3(C(CC4C(C3C(C(C2(C)C)(CC1OC(=O)C(C(C5=CC=CC=C5)NC(=O)OC(C)(C)C)O)O)OC(=O)C6=CC=CC=C6)(CO4)OC(=O)C)OC)C)OC. Drug 2: C1CN1P(=S)(N2CC2)N3CC3. Cell line: T-47D. Synergy scores: CSS=33.5, Synergy_ZIP=-2.08, Synergy_Bliss=0.0912, Synergy_Loewe=-4.79, Synergy_HSA=3.46.